Dataset: Peptide-MHC class I binding affinity with 185,985 pairs from IEDB/IMGT. Task: Regression. Given a peptide amino acid sequence and an MHC pseudo amino acid sequence, predict their binding affinity value. This is MHC class I binding data. (1) The peptide sequence is HSLISNLLV. The MHC is HLA-A30:01 with pseudo-sequence HLA-A30:01. The binding affinity (normalized) is 0.415. (2) The peptide sequence is LIPFLILFI. The MHC is HLA-A32:01 with pseudo-sequence HLA-A32:01. The binding affinity (normalized) is 0.130.